This data is from Peptide-MHC class I binding affinity with 185,985 pairs from IEDB/IMGT. The task is: Regression. Given a peptide amino acid sequence and an MHC pseudo amino acid sequence, predict their binding affinity value. This is MHC class I binding data. (1) The peptide sequence is AEIPLQWIA. The MHC is HLA-B44:03 with pseudo-sequence HLA-B44:03. The binding affinity (normalized) is 0.404. (2) The peptide sequence is RPNRQLGSM. The MHC is HLA-A25:01 with pseudo-sequence HLA-A25:01. The binding affinity (normalized) is 0.0847. (3) The peptide sequence is LVAGGLLTV. The MHC is HLA-A69:01 with pseudo-sequence HLA-A69:01. The binding affinity (normalized) is 0.0847.